From a dataset of Full USPTO retrosynthesis dataset with 1.9M reactions from patents (1976-2016). Predict the reactants needed to synthesize the given product. (1) Given the product [Br:1][C:2]1[CH:7]=[CH:6][C:5]([C:8](=[N:22][O:23][CH2:24][CH3:25])[CH:9]2[CH2:10][CH2:11][N:12]([C:15]3([CH3:21])[CH2:20][CH2:19][N:18]([C:36]([C:27]4[CH:28]=[CH:29][C:30]5[C:35](=[N:34][CH:33]=[CH:32][CH:31]=5)[N:26]=4)=[O:37])[CH2:17][CH2:16]3)[CH2:13][CH2:14]2)=[CH:4][CH:3]=1, predict the reactants needed to synthesize it. The reactants are: [Br:1][C:2]1[CH:7]=[CH:6][C:5]([C:8](=[N:22][O:23][CH2:24][CH3:25])[CH:9]2[CH2:14][CH2:13][N:12]([C:15]3([CH3:21])[CH2:20][CH2:19][NH:18][CH2:17][CH2:16]3)[CH2:11][CH2:10]2)=[CH:4][CH:3]=1.[N:26]1[C:35]2[C:30](=[CH:31][CH:32]=[CH:33][N:34]=2)[CH:29]=[CH:28][C:27]=1[C:36](O)=[O:37].CCN(CC)CC.CN(C(ON1N=NC2C=CC=NC1=2)=[N+](C)C)C.F[P-](F)(F)(F)(F)F. (2) Given the product [CH3:21][C:16]1[CH:17]=[CH:18][CH:19]=[CH:20][C:15]=1[C:4]1[CH:5]=[C:6]([N:9]2[CH2:10][CH2:11][O:12][CH2:13][CH2:14]2)[N:7]=[CH:8][C:3]=1[C:1]([NH2:2])=[O:23], predict the reactants needed to synthesize it. The reactants are: [C:1]([C:3]1[C:4]([C:15]2[CH:20]=[CH:19][CH:18]=[CH:17][C:16]=2[CH3:21])=[CH:5][C:6]([N:9]2[CH2:14][CH2:13][O:12][CH2:11][CH2:10]2)=[N:7][CH:8]=1)#[N:2].S(=O)(=O)(O)[OH:23].[OH-].[Na+]. (3) Given the product [CH3:13][O:12][C:9]1[CH:10]=[C:11]2[C:6](=[CH:7][C:8]=1[O:14][CH3:15])[N:5]=[CH:4][N:3]=[C:2]2[N:26]1[CH2:25][CH2:24][N:23]([C:28]([O:30][C:31]([CH3:34])([CH3:33])[CH3:32])=[O:29])[CH:22]([C:16]2[CH:17]=[CH:18][CH:19]=[CH:20][CH:21]=2)[CH2:27]1, predict the reactants needed to synthesize it. The reactants are: Cl[C:2]1[C:11]2[C:6](=[CH:7][C:8]([O:14][CH3:15])=[C:9]([O:12][CH3:13])[CH:10]=2)[N:5]=[CH:4][N:3]=1.[C:16]1([CH:22]2[CH2:27][NH:26][CH2:25][CH2:24][N:23]2[C:28]([O:30][C:31]([CH3:34])([CH3:33])[CH3:32])=[O:29])[CH:21]=[CH:20][CH:19]=[CH:18][CH:17]=1.C(=O)([O-])[O-].[K+].[K+].